The task is: Predict the reactants needed to synthesize the given product.. This data is from Full USPTO retrosynthesis dataset with 1.9M reactions from patents (1976-2016). (1) Given the product [C:6]1([CH2:12][CH2:13][CH2:14][CH2:15][PH:2](=[O:4])[OH:3])[CH:11]=[CH:10][CH:9]=[CH:8][CH:7]=1, predict the reactants needed to synthesize it. The reactants are: O.[PH2:2]([O-:4])=[O:3].[Na+].[C:6]1([CH2:12][CH2:13][CH:14]=[CH2:15])[CH:11]=[CH:10][CH:9]=[CH:8][CH:7]=1.N(C(C)(C)C#N)=NC(C)(C)C#N.S(=O)(=O)(O)O.C12(N)CC3CC(CC(C3)C1)C2. (2) Given the product [CH:41]([O:3][C:4]1[CH:40]=[CH:39][C:7]2[CH2:8][CH2:9][CH2:10][CH:11]([N:13]([C:32]([O:34][C:35]([CH3:37])([CH3:36])[CH3:38])=[O:33])[CH2:14][C@H:15]([O:24][Si:25]([CH2:28][CH3:29])([CH2:26][CH3:27])[CH2:30][CH3:31])[CH2:16][O:17][C:18]3[CH:19]=[CH:20][CH:21]=[CH:22][CH:23]=3)[CH2:12][C:6]=2[CH:5]=1)([CH3:43])[CH3:42], predict the reactants needed to synthesize it. The reactants are: [OH-].[K+].[OH:3][C:4]1[CH:40]=[CH:39][C:7]2[CH2:8][CH2:9][CH2:10][CH:11]([N:13]([C:32]([O:34][C:35]([CH3:38])([CH3:37])[CH3:36])=[O:33])[CH2:14][C@H:15]([O:24][Si:25]([CH2:30][CH3:31])([CH2:28][CH3:29])[CH2:26][CH3:27])[CH2:16][O:17][C:18]3[CH:23]=[CH:22][CH:21]=[CH:20][CH:19]=3)[CH2:12][C:6]=2[CH:5]=1.[CH:41](Br)([CH3:43])[CH3:42].C(=O)([O-])O.[Na+].